Dataset: Forward reaction prediction with 1.9M reactions from USPTO patents (1976-2016). Task: Predict the product of the given reaction. (1) Given the reactants [CH3:1][O:2][C:3](=[O:19])[C:4]([C:14](=[O:18])[CH:15]([CH3:17])[CH3:16])=[C:5]([C:7]1[CH:12]=[CH:11][C:10]([F:13])=[CH:9][CH:8]=1)[OH:6].[CH3:20]OC(OC)(OC)C1C=CC=CC=1.S([O-])([O-])(=O)=O.[Mg+2].S(=O)(=O)(O)O, predict the reaction product. The product is: [CH3:1][O:2][C:3](=[O:19])[C:4]([C:5](=[O:6])[C:7]1[CH:12]=[CH:11][C:10]([F:13])=[CH:9][CH:8]=1)=[C:14]([O:18][CH3:20])[CH:15]([CH3:17])[CH3:16]. (2) Given the reactants [CH3:1][C:2]1[N:7]=[C:6]([OH:8])[CH:5]=[C:4]([CH3:9])[N:3]=1.[I:10]I, predict the reaction product. The product is: [I:10][C:5]1[C:6]([OH:8])=[N:7][C:2]([CH3:1])=[N:3][C:4]=1[CH3:9]. (3) The product is: [CH2:21]([C:15]1[CH:16]=[CH:17][CH:18]=[C:19]([CH3:20])[C:14]=1[CH2:13][NH:12][C:10]1[C:9]2[N:23]=[C:24]([CH3:27])[N:25]([CH3:26])[C:8]=2[CH:7]=[C:6]([C:4]([OH:5])=[O:3])[N:11]=1)[CH3:22]. Given the reactants C([O:3][C:4]([C:6]1[N:11]=[C:10]([NH:12][CH2:13][C:14]2[C:19]([CH3:20])=[CH:18][CH:17]=[CH:16][C:15]=2[CH2:21][CH3:22])[C:9]2[N:23]=[C:24]([CH3:27])[N:25]([CH3:26])[C:8]=2[CH:7]=1)=[O:5])C.O1CCOCC1.O.[OH-].[Li+].Cl, predict the reaction product.